This data is from Full USPTO retrosynthesis dataset with 1.9M reactions from patents (1976-2016). The task is: Predict the reactants needed to synthesize the given product. (1) Given the product [ClH:1].[Cl:1][C:2]1[CH:3]=[C:4]([CH:8]([CH3:11])[CH2:9][NH2:10])[CH:5]=[CH:6][CH:7]=1, predict the reactants needed to synthesize it. The reactants are: [Cl:1][C:2]1[CH:3]=[C:4]([CH:8]([CH3:11])[C:9]#[N:10])[CH:5]=[CH:6][CH:7]=1.C(O)C.Cl.O. (2) Given the product [NH2:8][CH2:9][CH2:10][C:11]([OH:13])=[O:12].[CH3:14][C@@H:15]1[C@:32]([OH:37])([C:33]([CH2:35][OH:36])=[O:34])[C@:31]2([CH3:38])[C@H:17]([C@H:18]3[C@:28]([F:40])([C@@H:29]([OH:39])[CH2:30]2)[C@:27]2([CH3:41])[C:21](=[CH:22][C:23]([CH:25]=[CH:26]2)=[O:24])[CH2:20][CH2:19]3)[CH2:16]1.[ClH:42], predict the reactants needed to synthesize it. The reactants are: C([NH:8][CH2:9][CH2:10][C:11]([OH:13])=[O:12])(OC(C)(C)C)=O.[CH3:14][C@@H:15]1[C@:32]([OH:37])([C:33]([CH2:35][OH:36])=[O:34])[C@:31]2([CH3:38])[C@H:17]([C@H:18]3[C@:28]([F:40])([C@@H:29]([OH:39])[CH2:30]2)[C@:27]2([CH3:41])[C:21](=[CH:22][C:23]([CH:25]=[CH:26]2)=[O:24])[CH2:20][CH2:19]3)[CH2:16]1.[ClH:42].C(OCC)(=O)C.